This data is from CYP1A2 inhibition data for predicting drug metabolism from PubChem BioAssay. The task is: Regression/Classification. Given a drug SMILES string, predict its absorption, distribution, metabolism, or excretion properties. Task type varies by dataset: regression for continuous measurements (e.g., permeability, clearance, half-life) or binary classification for categorical outcomes (e.g., BBB penetration, CYP inhibition). Dataset: cyp1a2_veith. The drug is Brc1ccc(CSc2nccn2-c2ccccc2)cc1. The result is 1 (inhibitor).